This data is from Full USPTO retrosynthesis dataset with 1.9M reactions from patents (1976-2016). The task is: Predict the reactants needed to synthesize the given product. (1) The reactants are: C(O[C:4]([C:6]1[CH:7]=[C:8]2[C:12](=[CH:13][CH:14]=1)[NH:11][N:10]=[C:9]2[C:15]1[CH:24]=[CH:23][C:22]2[C:17](=[CH:18][CH:19]=[C:20]([O:25][CH3:26])[CH:21]=2)[CH:16]=1)=[NH:5])C.[N:27]1([CH2:33][C:34]([NH:36][NH2:37])=O)[CH2:32][CH2:31][CH2:30][CH2:29][CH2:28]1. Given the product [CH3:26][O:25][C:20]1[CH:21]=[C:22]2[C:17](=[CH:18][CH:19]=1)[CH:16]=[C:15]([C:9]1[C:8]3[C:12](=[CH:13][CH:14]=[C:6]([C:4]4[N:5]=[C:34]([CH2:33][N:27]5[CH2:32][CH2:31][CH2:30][CH2:29][CH2:28]5)[NH:36][N:37]=4)[CH:7]=3)[NH:11][N:10]=1)[CH:24]=[CH:23]2, predict the reactants needed to synthesize it. (2) The reactants are: [SH:1][C:2]1[CH:3]=[C:4]([CH:10]=[CH:11][CH:12]=1)[C:5]([O:7][CH2:8][CH3:9])=[O:6].C1C(=O)N(Cl)C(=O)C1.[Cl:21][C:22]1[N:23]([C:32]2[CH:33]=[N:34][N:35]([CH2:37][CH2:38][CH3:39])[CH:36]=2)[C:24]2[C:29]([CH:30]=1)=[CH:28][CH:27]=[C:26]([Cl:31])[CH:25]=2. Given the product [Cl:21][C:22]1[N:23]([C:32]2[CH:33]=[N:34][N:35]([CH2:37][CH2:38][CH3:39])[CH:36]=2)[C:24]2[C:29]([C:30]=1[S:1][C:2]1[CH:3]=[C:4]([CH:10]=[CH:11][CH:12]=1)[C:5]([O:7][CH2:8][CH3:9])=[O:6])=[CH:28][CH:27]=[C:26]([Cl:31])[CH:25]=2, predict the reactants needed to synthesize it. (3) Given the product [C:22]([C:21]1[N:26]=[C:14]([C:13]2[CH:17]=[CH:18][C:10]([C:9]#[C:8][C:4]3[CH:5]=[CH:6][CH:7]=[C:2]([F:1])[CH:3]=3)=[CH:11][CH:12]=2)[O:15][N:20]=1)([CH3:25])([CH3:24])[CH3:23], predict the reactants needed to synthesize it. The reactants are: [F:1][C:2]1[CH:3]=[C:4]([C:8]#[C:9][C:10]2[CH:18]=[CH:17][C:13]([C:14](Cl)=[O:15])=[CH:12][CH:11]=2)[CH:5]=[CH:6][CH:7]=1.O[NH:20][C:21](=[NH:26])[C:22]([CH3:25])([CH3:24])[CH3:23].N1C=CC=CC=1. (4) Given the product [CH2:18]([N:8]1[CH2:9][CH:10]([C:11]2[CH:12]=[C:13]([CH3:17])[CH:14]=[CH:15][CH:16]=2)[CH:6]([C:4]([OH:5])=[O:3])[CH2:7]1)[C:19]1[CH:24]=[CH:23][CH:22]=[CH:21][CH:20]=1, predict the reactants needed to synthesize it. The reactants are: C([O:3][C:4]([CH:6]1[CH:10]([C:11]2[CH:12]=[C:13]([CH3:17])[CH:14]=[CH:15][CH:16]=2)[CH2:9][N:8]([CH2:18][C:19]2[CH:24]=[CH:23][CH:22]=[CH:21][CH:20]=2)[CH2:7]1)=[O:5])C.